This data is from Full USPTO retrosynthesis dataset with 1.9M reactions from patents (1976-2016). The task is: Predict the reactants needed to synthesize the given product. (1) Given the product [NH2:1][C@H:2]([C:27]([N:80]1[CH2:89][CH2:88][CH2:87][C@H:81]1[C:82]([NH:84][CH2:85][CH3:86])=[O:83])=[O:29])[CH2:3][CH2:4][CH2:5][NH:6][C:7](=[NH:26])[NH:8][S:9]([C:12]1[C:24]([CH3:25])=[C:23]2[C:17]([O:18][C:19]([CH2:22]2)([CH3:21])[CH3:20])=[C:15]([CH3:16])[C:13]=1[CH3:14])(=[O:10])=[O:11], predict the reactants needed to synthesize it. The reactants are: [NH:1](C(OCC1C2C(=CC=CC=2)C2C1=CC=CC=2)=O)[C@H:2]([C:27]([OH:29])=O)[CH2:3][CH2:4][CH2:5][NH:6][C:7](=[NH:26])[NH:8][S:9]([C:12]1[C:24]([CH3:25])=[C:23]2[C:17]([O:18][C:19]([CH2:22]2)([CH3:21])[CH3:20])=[C:15]([CH3:16])[C:13]=1[CH3:14])(=[O:11])=[O:10].CCN(C(C)C)C(C)C.CN(C(ON1N=NC2C=CC=CC1=2)=[N+](C)C)C.F[P-](F)(F)(F)(F)F.[NH:80]1[CH2:89][CH2:88][CH2:87][C@H:81]1[C:82]([NH:84][CH2:85][CH3:86])=[O:83].Cl. (2) The reactants are: [C:1]([C:3]1[CH:10]=[CH:9][C:6]([CH:7]=O)=[CH:5][CH:4]=1)#[N:2].[NH2:11][CH2:12][C:13]1[N:17]([CH2:18][CH2:19][NH:20][C:21](=[O:27])[O:22][C:23]([CH3:26])([CH3:25])[CH3:24])[N:16]=[C:15]([CH2:28][CH3:29])[C:14]=1[O:30][C:31]1[CH:36]=[C:35]([Cl:37])[CH:34]=[C:33]([Cl:38])[CH:32]=1.S([O-])([O-])(=O)=O.[Mg+2].[BH4-].[Na+]. Given the product [C:1]([C:3]1[CH:10]=[CH:9][C:6]([CH2:7][NH:11][CH2:12][C:13]2[N:17]([CH2:18][CH2:19][NH:20][C:21](=[O:27])[O:22][C:23]([CH3:24])([CH3:25])[CH3:26])[N:16]=[C:15]([CH2:28][CH3:29])[C:14]=2[O:30][C:31]2[CH:32]=[C:33]([Cl:38])[CH:34]=[C:35]([Cl:37])[CH:36]=2)=[CH:5][CH:4]=1)#[N:2], predict the reactants needed to synthesize it. (3) Given the product [CH2:1]([O:3][C:4]1[C:13]2[C:8](=[CH:9][C:10]([F:14])=[CH:11][CH:12]=2)[C:7]([O:15][CH2:16][CH3:17])=[C:6]([C:18]([OH:20])=[O:19])[C:5]=1[C:23]([OH:25])=[O:24])[CH3:2], predict the reactants needed to synthesize it. The reactants are: [CH2:1]([O:3][C:4]1[C:13]2[C:8](=[CH:9][C:10]([F:14])=[CH:11][CH:12]=2)[C:7]([O:15][CH2:16][CH3:17])=[C:6]([C:18]([O:20]CC)=[O:19])[C:5]=1[C:23]([O:25]CC)=[O:24])[CH3:2].[OH-].[Na+]. (4) Given the product [C:1]([C:3]1[C:12]2=[CH:13][N:14]([C@@H:16]3[O:22][C@H:21]([CH2:23][OH:24])[C@@H:19]([OH:20])[C@@:17]3([CH3:25])[OH:18])[N:15]=[C:10]3[C:11]2=[C:5]([C:6](=[O:26])[NH:7][N:8]=[CH:9]3)[CH:4]=1)(=[O:28])[NH2:2], predict the reactants needed to synthesize it. The reactants are: [C:1]([C:3]1[C:12]2=[CH:13][N:14]([C@@H:16]3[O:22][C@H:21]([CH2:23][OH:24])[C@@H:19]([OH:20])[C@@:17]3([CH3:25])[OH:18])[N:15]=[C:10]3[C:11]2=[C:5]([C:6](=[O:26])[NH:7][N:8]=[CH:9]3)[CH:4]=1)#[N:2].[NH4+].[OH-:28].OO. (5) Given the product [OH:15][CH2:14][C@H:12]1[CH2:13][C@@H:10]([CH2:9][O:8][CH2:1][C:2]2[CH:3]=[CH:4][CH:5]=[CH:6][CH:7]=2)[CH2:11]1, predict the reactants needed to synthesize it. The reactants are: [CH2:1]([O:8][CH2:9][C@@H:10]1[CH2:13][C@H:12]([CH:14]=[O:15])[CH2:11]1)[C:2]1[CH:7]=[CH:6][CH:5]=[CH:4][CH:3]=1.CC(C[AlH]CC(C)C)C. (6) The reactants are: [CH2:1]1[CH:6]2[CH2:7][CH:8]3[C:10](=[O:11])[CH:4]([CH2:5]2)[CH2:3][CH:2]1[CH2:9]3.[CH3:12][Li].[NH4+].[Cl-]. Given the product [CH3:12][C:10]1([OH:11])[CH:4]2[CH2:5][CH:6]3[CH2:1][CH:2]([CH2:3]2)[CH2:9][CH:8]1[CH2:7]3, predict the reactants needed to synthesize it. (7) Given the product [O:15]1[C:2]2([CH2:7][CH2:6][CH2:5][CH2:4][CH:3]2[C:8]([O:10][CH2:11][CH3:12])=[O:9])[O:1][CH2:13][CH2:14]1, predict the reactants needed to synthesize it. The reactants are: [O:1]=[C:2]1[CH2:7][CH2:6][CH2:5][CH2:4][CH:3]1[C:8]([O:10][CH2:11][CH3:12])=[O:9].[CH2:13](O)[CH2:14][OH:15].C12(CS(O)(=O)=O)C(C)(C)C(CC1)CC2=O.